Dataset: Reaction yield outcomes from USPTO patents with 853,638 reactions. Task: Predict the reaction yield, written as a fraction of the theoretical maximum amount of product (1.0 means a 100% yield; for example, 0.34 means a 34% yield). (1) The yield is 0.220. The reactants are [NH2:1][C:2]1[C:7]2[N:8]([CH3:15])[CH2:9][CH2:10][N:11]([CH3:14])[C:12](=[O:13])[C:6]=2[CH:5]=[CH:4][CH:3]=1.Cl[C:17]1[N:22]=[C:21]([NH:23][C@@H:24]2[CH2:29][CH2:28][CH2:27][CH2:26][C@H:25]2[NH:30][S:31]([CH3:34])(=[O:33])=[O:32])[C:20]([Cl:35])=[CH:19][N:18]=1.Cl. The product is [Cl:35][C:20]1[C:21]([NH:23][C@@H:24]2[CH2:29][CH2:28][CH2:27][CH2:26][C@H:25]2[NH:30][S:31]([CH3:34])(=[O:33])=[O:32])=[N:22][C:17]([NH:1][C:2]2[C:7]3[N:8]([CH3:15])[CH2:9][CH2:10][N:11]([CH3:14])[C:12](=[O:13])[C:6]=3[CH:5]=[CH:4][CH:3]=2)=[N:18][CH:19]=1. The catalyst is C(O)(C)C.O1CCOCC1.C(Cl)Cl. (2) The reactants are [Na].[CH:2]([C:4]1[N:9]=[CH:8][C:7]([C:10]2[CH:19]=[C:18]3[C:13]([CH:14]=[C:15]([NH:20][C:21]([CH:23]4[CH2:25][CH2:24]4)=[O:22])[N:16]=[CH:17]3)=[CH:12][CH:11]=2)=[C:6]([CH3:26])[CH:5]=1)=[O:3]. The catalyst is O1CCCC1. The product is [OH:3][CH2:2][C:4]1[N:9]=[CH:8][C:7]([C:10]2[CH:19]=[C:18]3[C:13]([CH:14]=[C:15]([NH:20][C:21]([CH:23]4[CH2:25][CH2:24]4)=[O:22])[N:16]=[CH:17]3)=[CH:12][CH:11]=2)=[C:6]([CH3:26])[CH:5]=1. The yield is 0.600. (3) The reactants are C([O:3][C:4](=O)[CH2:5][CH2:6][NH:7][C:8]1[N:12]([CH2:13][C:14]2[C:19]([OH:20])=[CH:18][CH:17]=[C:16]([CH3:21])[N:15]=2)[C:11]2[CH:22]=[C:23]([CH3:27])[CH:24]=[C:25]([CH3:26])[C:10]=2[N:9]=1)C.[NH3:29]. The catalyst is CO. The product is [OH:20][C:19]1[C:14]([CH2:13][N:12]2[C:11]3[CH:22]=[C:23]([CH3:27])[CH:24]=[C:25]([CH3:26])[C:10]=3[N:9]=[C:8]2[NH:7][CH2:6][CH2:5][C:4]([NH2:29])=[O:3])=[N:15][C:16]([CH3:21])=[CH:17][CH:18]=1. The yield is 0.300.